Dataset: Full USPTO retrosynthesis dataset with 1.9M reactions from patents (1976-2016). Task: Predict the reactants needed to synthesize the given product. (1) The reactants are: [C:1]([O:5][C:6]([N:8]([CH2:27][C@@H:28]1[CH2:37][CH2:36][C:35]2[C:30](=[CH:31][CH:32]=[C:33]([C:38]3[CH:47]=[CH:46][C:41]([C:42]([O:44][CH3:45])=[O:43])=[C:40]([OH:48])[CH:39]=3)[CH:34]=2)[O:29]1)[CH2:9][C@H:10]([O:19][Si:20]([C:23]([CH3:26])([CH3:25])[CH3:24])([CH3:22])[CH3:21])[CH2:11][O:12][C:13]1[CH:18]=[CH:17][CH:16]=[CH:15][CH:14]=1)=[O:7])([CH3:4])([CH3:3])[CH3:2].[F:49][C:50]([F:63])([F:62])[S:51](O[S:51]([C:50]([F:63])([F:62])[F:49])(=[O:53])=[O:52])(=[O:53])=[O:52].N1C=CC=C[CH:65]=1. Given the product [C:1]([O:5][C:6]([N:8]([CH2:27][C@@H:28]1[CH2:37][CH2:36][C:35]2[C:30](=[CH:31][CH:32]=[C:33]([C:38]3[CH:47]=[CH:46][C:41]([C:42]([O:44][CH3:45])=[O:43])=[C:40]([O:48][CH2:65][S:51]([C:50]([F:63])([F:62])[F:49])(=[O:53])=[O:52])[CH:39]=3)[CH:34]=2)[O:29]1)[CH2:9][C@H:10]([O:19][Si:20]([C:23]([CH3:25])([CH3:24])[CH3:26])([CH3:22])[CH3:21])[CH2:11][O:12][C:13]1[CH:14]=[CH:15][CH:16]=[CH:17][CH:18]=1)=[O:7])([CH3:2])([CH3:3])[CH3:4], predict the reactants needed to synthesize it. (2) Given the product [CH3:1][O:2][C:3]1[C:8]([CH3:9])=[CH:7][C:6]([C:10](=[O:12])[CH3:11])=[C:5]([CH3:13])[CH:4]=1, predict the reactants needed to synthesize it. The reactants are: [CH3:1][O:2][C:3]1[C:8]([CH3:9])=[CH:7][C:6]([CH:10]([OH:12])[CH3:11])=[C:5]([CH3:13])[CH:4]=1.[Cr](O[Cr]([O-])(=O)=O)([O-])(=O)=O.[NH+]1C=CC=CC=1.[NH+]1C=CC=CC=1. (3) Given the product [C:7]([C:11]1[CH:12]=[CH:13][C:14]([S:17]([NH:20][CH2:21][C:22]2[CH:23]=[CH:24][C:25]([C:26]([NH:39][C:34]3[CH:35]=[N:36][CH:37]=[CH:38][C:33]=3[C:32]([F:41])([F:31])[F:40])=[O:28])=[CH:29][CH:30]=2)(=[O:19])=[O:18])=[CH:15][CH:16]=1)([CH3:8])([CH3:9])[CH3:10], predict the reactants needed to synthesize it. The reactants are: C(Cl)(=O)C(Cl)=O.[C:7]([C:11]1[CH:16]=[CH:15][C:14]([S:17]([NH:20][CH2:21][C:22]2[CH:30]=[CH:29][C:25]([C:26]([OH:28])=O)=[CH:24][CH:23]=2)(=[O:19])=[O:18])=[CH:13][CH:12]=1)([CH3:10])([CH3:9])[CH3:8].[F:31][C:32]([F:41])([F:40])[C:33]1[CH:38]=[CH:37][N:36]=[CH:35][C:34]=1[NH2:39]. (4) Given the product [C:28]([Si:32]([CH3:34])([CH3:33])[O:35][CH2:36][CH2:37][CH2:38][CH:10]1[O:9][CH2:8][CH:7]([CH:1]2[CH2:2][CH2:3][CH2:4][CH2:5][CH2:6]2)[N:12]([CH2:13][C:14]2[CH:15]=[CH:16][C:17]([O:20][CH3:21])=[CH:18][CH:19]=2)[C:11]1=[O:22])([CH3:31])([CH3:30])[CH3:29], predict the reactants needed to synthesize it. The reactants are: [CH:1]1([CH:7]2[N:12]([CH2:13][C:14]3[CH:19]=[CH:18][C:17]([O:20][CH3:21])=[CH:16][CH:15]=3)[C:11](=[O:22])[CH2:10][O:9][CH2:8]2)[CH2:6][CH2:5][CH2:4][CH2:3][CH2:2]1.[Li]CCCC.[C:28]([Si:32]([O:35][CH2:36][CH2:37][CH2:38]I)([CH3:34])[CH3:33])([CH3:31])([CH3:30])[CH3:29]. (5) Given the product [Cl:2][C:3]1[C:4]([O:15][CH2:16][CH2:17][NH:18][CH2:25][C:23]2[O:24][C:20]([CH3:19])=[CH:21][CH:22]=2)=[CH:5][CH:6]=[C:7]2[C:12]=1[CH:11]=[CH:10][C:9]([C:13]#[N:14])=[CH:8]2, predict the reactants needed to synthesize it. The reactants are: [Cl-].[Cl:2][C:3]1[C:12]2[C:7](=[CH:8][C:9]([C:13]#[N:14])=[CH:10][CH:11]=2)[CH:6]=[CH:5][C:4]=1[O:15][CH2:16][CH2:17][NH3+:18].[CH3:19][C:20]1[O:24][C:23]([CH:25]=O)=[CH:22][CH:21]=1. (6) Given the product [Cl:1][C:2]1[CH:3]=[CH:4][C:5]([S:8]([CH:11]2[CH2:16][CH2:15][N:14]([C:18]3[C:23]([F:24])=[CH:22][CH:21]=[CH:20][N:19]=3)[CH2:13][CH2:12]2)(=[O:9])=[O:10])=[CH:6][CH:7]=1, predict the reactants needed to synthesize it. The reactants are: [Cl:1][C:2]1[CH:7]=[CH:6][C:5]([S:8]([CH:11]2[CH2:16][CH2:15][NH:14][CH2:13][CH2:12]2)(=[O:10])=[O:9])=[CH:4][CH:3]=1.Cl[C:18]1[C:23]([F:24])=[CH:22][CH:21]=[CH:20][N:19]=1.CCN(C(C)C)C(C)C. (7) The reactants are: C1C([C@H]2OC3C=C(O)C=C(O)C=3C(=O)C2)=CC=C(O)C=1.[CH:21]1[C:26]([C@H:27]2[O:37][C:36]3[CH:35]=[C:34]([OH:38])[CH:33]=[C:32]([OH:39])[C:31]=3[C:29](=[O:30])[C@@H:28]2[OH:40])=[CH:25][CH:24]=[C:23]([OH:41])[CH:22]=1. Given the product [CH:21]1[C:26]([C:27]2[O:37][C:36]3[CH:35]=[C:34]([OH:38])[CH:33]=[C:32]([OH:39])[C:31]=3[C:29](=[O:30])[C:28]=2[OH:40])=[CH:25][CH:24]=[C:23]([OH:41])[CH:22]=1, predict the reactants needed to synthesize it.